This data is from Catalyst prediction with 721,799 reactions and 888 catalyst types from USPTO. The task is: Predict which catalyst facilitates the given reaction. Reactant: [F:1][C:2]1[CH:3]=[C:4]([NH:8][C:9]2[N:14]=[C:13]([NH:15][CH2:16][CH2:17][CH3:18])[C:12]([C:19]#[C:20][C:21]([CH3:26])([CH3:25])[CH2:22][CH2:23]O)=[CH:11][N:10]=2)[CH:5]=[CH:6][CH:7]=1.[C:27]1(=[O:37])[NH:31][C:30](=[O:32])[C:29]2=[CH:33][CH:34]=[CH:35][CH:36]=[C:28]12.C1(P(C2C=CC=CC=2)C2C=CC=CC=2)C=CC=CC=1.N(C(OC(C)C)=O)=NC(OC(C)C)=O. Product: [F:1][C:2]1[CH:3]=[C:4]([NH:8][C:9]2[N:14]=[C:13]([NH:15][CH2:16][CH2:17][CH3:18])[C:12]([C:19]#[C:20][C:21]([CH3:25])([CH3:26])[CH2:22][CH2:23][N:31]3[C:27](=[O:37])[C:28]4[C:29](=[CH:33][CH:34]=[CH:35][CH:36]=4)[C:30]3=[O:32])=[CH:11][N:10]=2)[CH:5]=[CH:6][CH:7]=1. The catalyst class is: 207.